Dataset: Reaction yield outcomes from USPTO patents with 853,638 reactions. Task: Predict the reaction yield, written as a fraction of the theoretical maximum amount of product (1.0 means a 100% yield; for example, 0.34 means a 34% yield). (1) No catalyst specified. The product is [CH3:1][Si:2]([CH3:4])([CH3:8])[C:3]1[CH:7]=[C:6]([CH3:10])[C:8]([Si:2]([CH3:4])([CH3:3])[CH3:1])=[CH:7][C:6]=1[CH3:10]. The reactants are [CH3:1][Si:2](Cl)([CH3:4])[CH3:3].[CH2:6]1[CH2:10]O[CH2:8][CH2:7]1. The yield is 0.610. (2) The reactants are [Cl:1][C:2]1[N:7]=[C:6](Cl)[CH:5]=[CH:4][N:3]=1.[CH2:9]([NH2:16])[C:10]1[CH:15]=[CH:14][CH:13]=[CH:12][CH:11]=1.CCN(C(C)C)C(C)C.CO. The catalyst is C1COCC1.C(Cl)Cl. The product is [CH2:9]([NH:16][C:6]1[CH:5]=[CH:4][N:3]=[C:2]([Cl:1])[N:7]=1)[C:10]1[CH:15]=[CH:14][CH:13]=[CH:12][CH:11]=1. The yield is 0.540.